This data is from Forward reaction prediction with 1.9M reactions from USPTO patents (1976-2016). The task is: Predict the product of the given reaction. (1) Given the reactants C([NH:4][C:5]1[C:9]([Cl:10])=[C:8]([C:11]2[CH:16]=[CH:15][CH:14]=[C:13]([NH:17][CH:18]3[CH2:23][CH2:22][CH2:21][CH2:20][CH2:19]3)[CH:12]=2)[S:7][C:6]=1C(OC)=O)(=O)C.[OH-].[Na+].Cl.N, predict the reaction product. The product is: [Cl:10][C:9]1[C:5]([NH2:4])=[CH:6][S:7][C:8]=1[C:11]1[CH:16]=[CH:15][CH:14]=[C:13]([NH:17][CH:18]2[CH2:23][CH2:22][CH2:21][CH2:20][CH2:19]2)[CH:12]=1. (2) Given the reactants [CH3:1][N:2]1[CH2:7][CH2:6][N:5]([C:8]2([C:12]#[N:13])[CH2:11][CH2:10][CH2:9]2)[CH2:4][CH2:3]1.[C:14]1([Li])[CH:19]=[CH:18][CH:17]=[CH:16][CH:15]=1, predict the reaction product. The product is: [CH3:1][N:2]1[CH2:7][CH2:6][N:5]([C:8]2([CH:12]([NH2:13])[C:14]3[CH:19]=[CH:18][CH:17]=[CH:16][CH:15]=3)[CH2:11][CH2:10][CH2:9]2)[CH2:4][CH2:3]1. (3) Given the reactants [NH2:1][C:2]1[N:7]=[CH:6][C:5]([C:8]2[N:9]=[C:10]([N:32]3[CH2:37][CH2:36][O:35][CH2:34][CH2:33]3)[C:11]3[S:16][C:15]([CH2:17][N:18]4[CH2:23][CH2:22][N:21](C(OC(C)(C)C)=O)[CH2:20][CH2:19]4)=[C:14]([CH3:31])[C:12]=3[N:13]=2)=[CH:4][N:3]=1.C(O)(C(F)(F)F)=O, predict the reaction product. The product is: [CH3:31][C:14]1[C:12]2[N:13]=[C:8]([C:5]3[CH:6]=[N:7][C:2]([NH2:1])=[N:3][CH:4]=3)[N:9]=[C:10]([N:32]3[CH2:33][CH2:34][O:35][CH2:36][CH2:37]3)[C:11]=2[S:16][C:15]=1[CH2:17][N:18]1[CH2:23][CH2:22][NH:21][CH2:20][CH2:19]1. (4) Given the reactants OC(C(F)(F)F)=O.OC(C(F)(F)F)=O.[CH3:15][NH:16][C:17]1[N:22]=[C:21]([C:23]2[C:24]([O:29][C:30]3[CH:35]=[CH:34][C:33]([NH:36][C:37]([NH2:39])=[NH:38])=[CH:32][CH:31]=3)=[N:25][CH:26]=[CH:27][CH:28]=2)[CH:20]=[CH:19][N:18]=1.C(=O)([O-])[O-].[K+].[K+].Br[CH:47]([CH3:56])[C:48]([C:50]1[CH:55]=[CH:54][CH:53]=[CH:52][CH:51]=1)=O.CO.O, predict the reaction product. The product is: [CH3:15][NH:16][C:17]1[N:22]=[C:21]([C:23]2[C:24]([O:29][C:30]3[CH:35]=[CH:34][C:33]([NH:36][C:37]4[NH:39][C:47]([CH3:56])=[C:48]([C:50]5[CH:55]=[CH:54][CH:53]=[CH:52][CH:51]=5)[N:38]=4)=[CH:32][CH:31]=3)=[N:25][CH:26]=[CH:27][CH:28]=2)[CH:20]=[CH:19][N:18]=1. (5) Given the reactants [H-].[Na+].[CH3:3][C:4]1([CH2:14][OH:15])[NH:8][C:7]2([CH2:13][CH2:12][CH2:11][CH2:10][CH2:9]2)[O:6][CH2:5]1.[CH2:16](Br)[C:17]#[CH:18].C(O)C, predict the reaction product. The product is: [CH3:3][C:4]1([CH2:14][O:15][CH2:18][C:17]#[CH:16])[NH:8][C:7]2([CH2:13][CH2:12][CH2:11][CH2:10][CH2:9]2)[O:6][CH2:5]1. (6) The product is: [CH2:14]1[O:15][C:7]2([CH2:6][CH2:5][C:4]3[C:9](=[CH:10][CH:11]=[C:2]([Br:1])[CH:3]=3)[CH2:8]2)[O:12][CH2:13]1. Given the reactants [Br:1][C:2]1[CH:3]=[C:4]2[C:9](=[CH:10][CH:11]=1)[CH2:8][C:7](=[O:12])[CH2:6][CH2:5]2.[CH2:13](O)[CH2:14][OH:15], predict the reaction product. (7) Given the reactants [Cl:1][C:2]1[C:3]([CH3:27])=[CH:4][C:5]([N+:24]([O-])=O)=[C:6]([NH:8][CH:9]2[CH2:14][CH2:13][N:12]([C@H:15]3[CH2:20][CH2:19][C@H:18]([O:21][CH2:22][CH3:23])[CH2:17][CH2:16]3)[CH2:11][CH2:10]2)[CH:7]=1.O.NN, predict the reaction product. The product is: [Cl:1][C:2]1[CH:7]=[C:6]([NH:8][CH:9]2[CH2:14][CH2:13][N:12]([C@H:15]3[CH2:20][CH2:19][C@H:18]([O:21][CH2:22][CH3:23])[CH2:17][CH2:16]3)[CH2:11][CH2:10]2)[C:5]([NH2:24])=[CH:4][C:3]=1[CH3:27].